The task is: Predict the reactants needed to synthesize the given product.. This data is from Full USPTO retrosynthesis dataset with 1.9M reactions from patents (1976-2016). Given the product [C:34]([O:38][C:39]([N:41]1[CH2:45][CH2:44][C:43]2([CH2:46][CH2:47][N:12]([CH2:16][C:17]3[S:25][C:24]4[C:23]([N:26]5[CH2:27][CH2:28][O:29][CH2:30][CH2:31]5)=[N:22][C:21]([Cl:32])=[N:20][C:19]=4[CH:18]=3)[CH2:13][CH2:50]2)[CH2:42]1)=[O:40])([CH3:37])([CH3:36])[CH3:35], predict the reactants needed to synthesize it. The reactants are: C(OC(N1CC2C(C[N:12]([CH2:16][C:17]3[S:25][C:24]4[C:23]([N:26]5[CH2:31][CH2:30][O:29][CH2:28][CH2:27]5)=[N:22][C:21]([Cl:32])=[N:20][C:19]=4[CH:18]=3)[CH2:13]2)C1)=O)(C)(C)C.Cl.[C:34]([O:38][C:39]([N:41]1[CH2:45][CH2:44][C:43]2([CH2:50]CN[CH2:47][CH2:46]2)[CH2:42]1)=[O:40])([CH3:37])([CH3:36])[CH3:35].